This data is from Forward reaction prediction with 1.9M reactions from USPTO patents (1976-2016). The task is: Predict the product of the given reaction. (1) The product is: [Cl:16][C:17]1[CH:22]=[CH:21][CH:20]=[CH:19][C:18]=1[N:23]1[CH2:29][CH2:28][CH2:27][N:26]([CH2:2][CH2:3][CH2:4][CH2:5][O:6][C:7]2[CH:12]=[CH:11][N:10]3[N:13]=[CH:14][CH:15]=[C:9]3[CH:8]=2)[CH2:25][CH2:24]1. Given the reactants Br[CH2:2][CH2:3][CH2:4][CH2:5][O:6][C:7]1[CH:12]=[CH:11][N:10]2[N:13]=[CH:14][CH:15]=[C:9]2[CH:8]=1.[Cl:16][C:17]1[CH:22]=[CH:21][CH:20]=[CH:19][C:18]=1[N:23]1[CH2:29][CH2:28][CH2:27][NH:26][CH2:25][CH2:24]1, predict the reaction product. (2) Given the reactants [Br:1][C:2]1[CH:3]=[CH:4][C:5]([O:15][CH3:16])=[C:6]([C:8]2[CH:13]=[CH:12][CH:11]=[CH:10][C:9]=2I)[CH:7]=1.C([Mg]Cl)(C)C.[B:22](OC(C)C)([O:27]C(C)C)[O:23]C(C)C, predict the reaction product. The product is: [Br:1][C:2]1[CH:3]=[CH:4][C:5]([O:15][CH3:16])=[C:6]([C:8]2[CH:13]=[CH:12][CH:11]=[CH:10][C:9]=2[B:22]([OH:27])[OH:23])[CH:7]=1. (3) The product is: [F:23][C:24]1[CH:30]=[CH:29][C:27]([NH:28][C:7]([C:2]2[CH:3]=[N:4][CH:5]=[CH:6][N:1]=2)=[O:9])=[CH:26][C:25]=1[N+:31]([O-:33])=[O:32]. Given the reactants [N:1]1[CH:6]=[CH:5][N:4]=[CH:3][C:2]=1[C:7]([OH:9])=O.CCN(CC)CC.ClC(OCC)=O.[F:23][C:24]1[CH:30]=[CH:29][C:27]([NH2:28])=[CH:26][C:25]=1[N+:31]([O-:33])=[O:32], predict the reaction product.